Task: Regression. Given two drug SMILES strings and cell line genomic features, predict the synergy score measuring deviation from expected non-interaction effect.. Dataset: NCI-60 drug combinations with 297,098 pairs across 59 cell lines (1) Drug 1: COC1=C2C(=CC3=C1OC=C3)C=CC(=O)O2. Drug 2: CCC1(C2=C(COC1=O)C(=O)N3CC4=CC5=C(C=CC(=C5CN(C)C)O)N=C4C3=C2)O.Cl. Cell line: SNB-75. Synergy scores: CSS=8.24, Synergy_ZIP=-6.84, Synergy_Bliss=-2.76, Synergy_Loewe=-25.3, Synergy_HSA=-3.69. (2) Cell line: KM12. Drug 2: CN(C)C1=NC(=NC(=N1)N(C)C)N(C)C. Drug 1: COC1=C(C=C2C(=C1)N=CN=C2NC3=CC(=C(C=C3)F)Cl)OCCCN4CCOCC4. Synergy scores: CSS=11.9, Synergy_ZIP=-11.9, Synergy_Bliss=-17.3, Synergy_Loewe=-9.89, Synergy_HSA=-9.75. (3) Drug 1: C1=CC=C(C(=C1)C(C2=CC=C(C=C2)Cl)C(Cl)Cl)Cl. Drug 2: C1=NC2=C(N1)C(=S)N=CN2. Cell line: SF-268. Synergy scores: CSS=41.5, Synergy_ZIP=2.42, Synergy_Bliss=3.77, Synergy_Loewe=-29.9, Synergy_HSA=3.26. (4) Drug 1: CCC1=CC2CC(C3=C(CN(C2)C1)C4=CC=CC=C4N3)(C5=C(C=C6C(=C5)C78CCN9C7C(C=CC9)(C(C(C8N6C)(C(=O)OC)O)OC(=O)C)CC)OC)C(=O)OC.C(C(C(=O)O)O)(C(=O)O)O. Drug 2: CCC1(CC2CC(C3=C(CCN(C2)C1)C4=CC=CC=C4N3)(C5=C(C=C6C(=C5)C78CCN9C7C(C=CC9)(C(C(C8N6C)(C(=O)OC)O)OC(=O)C)CC)OC)C(=O)OC)O.OS(=O)(=O)O. Cell line: HL-60(TB). Synergy scores: CSS=55.1, Synergy_ZIP=0.455, Synergy_Bliss=-2.99, Synergy_Loewe=-6.62, Synergy_HSA=-3.59. (5) Synergy scores: CSS=-1.48, Synergy_ZIP=3.32, Synergy_Bliss=6.58, Synergy_Loewe=-1.15, Synergy_HSA=-0.800. Drug 2: CCC(=C(C1=CC=CC=C1)C2=CC=C(C=C2)OCCN(C)C)C3=CC=CC=C3.C(C(=O)O)C(CC(=O)O)(C(=O)O)O. Cell line: MDA-MB-435. Drug 1: C1CCN(CC1)CCOC2=CC=C(C=C2)C(=O)C3=C(SC4=C3C=CC(=C4)O)C5=CC=C(C=C5)O. (6) Drug 1: C1CN1P(=S)(N2CC2)N3CC3. Drug 2: C1=CN(C=N1)CC(O)(P(=O)(O)O)P(=O)(O)O. Cell line: NCI/ADR-RES. Synergy scores: CSS=16.0, Synergy_ZIP=-2.68, Synergy_Bliss=-2.47, Synergy_Loewe=-0.339, Synergy_HSA=-1.41.